Dataset: Experimentally validated miRNA-target interactions with 360,000+ pairs, plus equal number of negative samples. Task: Binary Classification. Given a miRNA mature sequence and a target amino acid sequence, predict their likelihood of interaction. (1) The miRNA is hsa-miR-1277-3p with sequence UACGUAGAUAUAUAUGUAUUUU. The protein sequence of the target gene is MGGGDLNLKKSWHPQTLRNVEKVWKAEQKHEAERKKIEELQRELREERAREEMQRYAEDVGAVKKKEEKLDWMYQGPGGMVNRDEYLLGRPIDKYVFEKMEEREAGCSSETGLLPGSIFAPSGANSLLDMASKIREDPLFIIRKKEEEKKREVLNNPVKMKKIKELLQMSLEKKEKKKKKEKKKKHRKHKHRSSSSGGSSSEDEQSQARSQKKMANSFPVLSKVPGYGLQVRDSDRNRGLQGSLGEQRAIKNNSRSRSSSPPRHASKKSTKEERPRDRRSRSPSRRSRSPRPSKPHTSKV.... Result: 0 (no interaction). (2) The miRNA is hsa-miR-615-3p with sequence UCCGAGCCUGGGUCUCCCUCUU. The protein sequence of the target gene is MPLPVALQTRLAKRGILKHLEPEPEEEIIAEDYDDDPVDYEATRLEGLPPSWYKVFDPSCGLPYYWNADTDLVSWLSPHDPNSVVTKSAKKLRSSNADAEEKLDRSHDKSDRGHDKSDRSHEKLDRGHDKSDRGHDKSDRDRERGYDKVDRERERDRERDRDRGYDKADREEGKERRHHRREELAPYPKSKKAVSRKDEELDPMDPSSYSDAPRGTWSTGLPKRNEAKTGADTTAAGPLFQQRPYPSPGAVLRANAEASRTKQQD. Result: 1 (interaction). (3) The miRNA is hsa-miR-422a with sequence ACUGGACUUAGGGUCAGAAGGC. The protein sequence of the target gene is MAQTLQMEIPNFGNSILECLNEQRLQGLYCDVSVVVKGHAFKAHRAVLAASSSYFRDLFNSSRSAVVELPAAVQPQSFQQILTFCYTGRLSMNMGDQFLLIYTAGFLQIQEIMEKGTEFFLKVSSPSCDSQGLHPEEAPSSEPQSPVAQTLGWPACSTPLPLVSRVKTEQELDSVQCTPMAKRLWDSSQKEAGGSGGNNGSRKMAKFSTPDLALNRMPQPLSMATATAAVAVVAVGGCVSGPSMSERTSPGTSSAYTSDSPSSYHNEEDEEEDAGEEGTDEQYRQICNMYTMYSMLNVGQ.... Result: 0 (no interaction). (4) The miRNA is hsa-miR-8082 with sequence UGAUGGAGCUGGGAAUACUCUG. Result: 0 (no interaction). The protein sequence of the target gene is MASEDNRVPSPPPTGDDGGGGGREETPTEGGALSLKPGLPIRGIRMKFAVLTGLVEVGEVSNRDIVETVFNLLVGGQFDLEMNFIIQEGESINCMVDLLEKCDITCQAEVWSMFTAILKKSIRNLQVCTEVGLVEKVLGKIEKVDNMIADLLVDMLGVLASYNLTVRELKLFFSKLQGDKGRWPPHAGKLLSVLKHMPQKYGPDAFFNFPGKSAAAIALPPIAKWPYQNGFTFHTWLRMDPVNNINVDKDKPYLYCFRTSKGLGYSAHFVGGCLIVTSIKSKGKGFQHCVKFDFKPQKWY.... (5) The miRNA is dme-miR-315-5p with sequence UUUUGAUUGUUGCUCAGAAAGC. The protein sequence of the target gene is MAFLLITRRLACSSQKNLHLFIPGSRYISQAAAKVDIEFDYDGPLMKTEVPGPRSKELMKQLNTIQNAEAVHFFCNYEESRGNYLVDVDGNRMLDLYSQISSVPIGYNHPALAKLVQQPQNASTFINRPALGILPPENFVDKLQESLMSVAPRGMSQLITMACGSCSNENAFKTIFMWYRSKERGQRGFSKEELETCMVNQSPGCPDYSILSFMGAFHGRTMGCLATTHSKAIHKIDIPSFDWPIAPFPRLKYPLEEFTTDNQQEEARCLEEVEDLIVKYRKKKRTVAGIIVEPIQSEGG.... Result: 0 (no interaction). (6) The miRNA is mmu-miR-3097-3p with sequence CUCAGACCUUUCUACCUGUCAG. The protein sequence of the target gene is MSTEGGPPPPPPRPPPAPLRRACSPAPGALQAALMSPPPAATLESTSSSSSSSSASCASSSSNSVSASAGACKSAASSGGAGAGSGGTKKATSGLRRPEKPPYSYIALIVMAIQSSPSKRLTLSEIYQFLQARFPFFRGAYQGWKNSVRHNLSLNECFIKLPKGLGRPGKGHYWTIDPASEFMFEEGSFRRRPRGFRRKCQALKPMYHRVVSGLGFGASLLPQGFDFQAPPSAPLGCHGQGGYGGLDMMPAGYDTGAGAPGHAHPHHLHHHHVPHMSPNPGSTYMASCPVPAGPAGVGAA.... Result: 1 (interaction). (7) The miRNA is hsa-miR-556-5p with sequence GAUGAGCUCAUUGUAAUAUGAG. The protein sequence of the target gene is MRGHPSLLLLYMALTTCLDTSPSEETDQEVFLGPPEAQSFLSSHTRIPRANHWDLELLTPGNLERECLEERCSWEEAREYFEDNTLTERFWESYIYNGKGGRGRVDVASLAVGLTGGILLIVLAGLGAFWYLRWRQHRGQQPCPQEAGLISPLSPLNPLGPPTPLPPPPPPPPGLPTYEQALAASGVHDAPPPPYTSLRRPH. Result: 0 (no interaction). (8) The miRNA is hsa-miR-6753-5p with sequence CACCAGGGCAGAGCAGGGCUGA. The protein sequence of the target gene is MMFPQSRHSGSSHLPQQLKFTTSDSCDRIKDEFQLLQAQYHSLKLECDKLASEKSEMQRHYVMYYEMSYGLNIEMHKQAEIVKRLNGICAQVLPYLSQEHQQQVLGAIERAKQVTAPELNSIIRQQLQAHQLSQLQALALPLTPLPVGLQPPSLPAVSAGTGLLSLSALGSQAHLSKEDKNGHDGDTHQEDDGEKSD. Result: 0 (no interaction).